Task: Predict the reaction yield, written as a fraction of the theoretical maximum amount of product (1.0 means a 100% yield; for example, 0.34 means a 34% yield).. Dataset: Reaction yield outcomes from USPTO patents with 853,638 reactions (1) The reactants are [C:1]1([CH:7]([C:18]2[CH:23]=[CH:22][CH:21]=[CH:20][CH:19]=2)[N:8](C2C=CC=CC=2)[C:9](=[O:11])[O-])[CH:6]=[CH:5][CH:4]=[CH:3][CH:2]=1.[CH2:24]1[CH2:34][CH2:33][N:32]2[C:27](=NC[CH2:30][CH2:31]2)[CH2:26][CH2:25]1. The catalyst is C1COCC1. The product is [C:18]1([CH:7]([C:1]2[CH:2]=[CH:3][CH:4]=[CH:5][CH:6]=2)[NH:8][C:9]([N:32]2[CH2:33][CH2:34][C:24](=[C:25]([C:26]3[CH:27]=[CH:20][CH:19]=[CH:18][CH:7]=3)[C:1]3[CH:6]=[CH:5][CH:4]=[CH:3][CH:2]=3)[CH2:30][CH2:31]2)=[O:11])[CH:19]=[CH:20][CH:21]=[CH:22][CH:23]=1. The yield is 0.665. (2) The reactants are [N+:1]([C:4]1[CH:5]=[C:6]([N:10]2[C:14](=[O:15])[NH:13][N:12]=[N:11]2)[CH:7]=[CH:8][CH:9]=1)([O-:3])=[O:2].[CH3:16]N(C=O)C.C([O-])([O-])=O.[K+].[K+].IC. The catalyst is C(OCC)(=O)C. The product is [N+:1]([C:4]1[CH:5]=[C:6]([N:10]2[C:14](=[O:15])[N:13]([CH3:16])[N:12]=[N:11]2)[CH:7]=[CH:8][CH:9]=1)([O-:3])=[O:2]. The yield is 0.670. (3) The reactants are [C:1]([C:5]1[CH:6]=[C:7]2[C:11](=[CH:12][C:13]=1[N+:14]([O-])=O)[NH:10][CH:9]=[CH:8]2)([CH3:4])([CH3:3])[CH3:2]. The catalyst is CO.[Ni]. The product is [C:1]([C:5]1[CH:6]=[C:7]2[C:11](=[CH:12][C:13]=1[NH2:14])[NH:10][CH:9]=[CH:8]2)([CH3:4])([CH3:2])[CH3:3]. The yield is 0.870. (4) The reactants are Br[C:2]1[C:7]([CH2:8][O:9][C:10]2[C:15]([CH:16]=[O:17])=[CH:14][C:13]([O:18][CH3:19])=[N:12][CH:11]=2)=[CH:6][CH:5]=[CH:4][N:3]=1.[CH3:20][Si:21]([CH3:35])([CH3:34])[CH2:22][CH2:23][O:24][CH2:25][N:26]1[C:30](B(O)O)=[CH:29][CH:28]=[N:27]1.C([O-])([O-])=O.[K+].[K+].O1CCOCC1. The catalyst is C1C=CC([P]([Pd]([P](C2C=CC=CC=2)(C2C=CC=CC=2)C2C=CC=CC=2)([P](C2C=CC=CC=2)(C2C=CC=CC=2)C2C=CC=CC=2)[P](C2C=CC=CC=2)(C2C=CC=CC=2)C2C=CC=CC=2)(C2C=CC=CC=2)C2C=CC=CC=2)=CC=1.O. The product is [CH3:19][O:18][C:13]1[CH:14]=[C:15]([C:10]([O:9][CH2:8][C:7]2[C:2]([C:30]3[N:26]([CH2:25][O:24][CH2:23][CH2:22][Si:21]([CH3:35])([CH3:34])[CH3:20])[N:27]=[CH:28][CH:29]=3)=[N:3][CH:4]=[CH:5][CH:6]=2)=[CH:11][N:12]=1)[CH:16]=[O:17]. The yield is 0.790. (5) The reactants are [CH2:1]([O:3][C:4](=[O:13])[CH:5]=[C:6]1[CH2:10][C@H:9]([CH3:11])[C@H:8]([CH3:12])[CH2:7]1)[CH3:2].[N+:14]([CH3:17])([O-:16])=[O:15].[F-].C([N+](CCCC)(CCCC)CCCC)CCC. The catalyst is O1CCCC1.C(OCC)(=O)C. The product is [CH2:1]([O:3][C:4](=[O:13])[CH2:5][C:6]1([CH2:17][N+:14]([O-:16])=[O:15])[CH2:7][C@@H:8]([CH3:12])[C@H:9]([CH3:11])[CH2:10]1)[CH3:2]. The yield is 0.450. (6) No catalyst specified. The product is [CH3:5][NH:6][CH2:25][C:17]1[C:18]2[C:23](=[C:22]([CH3:24])[CH:21]=[CH:20][CH:19]=2)[N:15]([CH3:14])[C:16]=1[CH3:27]. The yield is 0.710. The reactants are BrC1C=C[C:5](NCC(OC)=O)=[N:6]C=1.[CH3:14][N:15]1[C:23]2[C:18](=[CH:19][CH:20]=[CH:21][C:22]=2[CH3:24])[C:17]([CH:25]=O)=[C:16]1[CH3:27].CN1C2C(=CC=CC=2)C(C)=C1C=O. (7) The reactants are [Br:1][C:2]1[CH:3]=[CH:4][C:5]2[N:6]([C:16]3[CH:21]=[CH:20][CH:19]=[C:18]([C:22]4N=N[NH:25][N:26]=4)[CH:17]=3)[C:7]3[C:12]([C:13]=2[CH:14]=1)=[CH:11][C:10]([Br:15])=[CH:9][CH:8]=3.[C:27]([C:31]1[CH:39]=[CH:38][C:34]([C:35](Cl)=[O:36])=[CH:33][CH:32]=1)([CH3:30])([CH3:29])[CH3:28]. The catalyst is N1C=CC=CC=1. The product is [Br:15][C:10]1[CH:9]=[CH:8][C:7]2[N:6]([C:16]3[CH:21]=[CH:20][CH:19]=[C:18]([C:22]4[O:36][C:35]([C:34]5[CH:38]=[CH:39][C:31]([C:27]([CH3:30])([CH3:29])[CH3:28])=[CH:32][CH:33]=5)=[N:25][N:26]=4)[CH:17]=3)[C:5]3[C:13]([C:12]=2[CH:11]=1)=[CH:14][C:2]([Br:1])=[CH:3][CH:4]=3. The yield is 0.691.